From a dataset of Forward reaction prediction with 1.9M reactions from USPTO patents (1976-2016). Predict the product of the given reaction. (1) Given the reactants [NH2:1][C:2]1[S:3][CH:4]=[C:5]([CH3:12])[C:6]=1[C:7]([O:9][CH2:10]C)=[O:8].[OH-].[Na+].C(Cl)(Cl)=[O:16].C1(C)C=CC=CC=1, predict the reaction product. The product is: [CH3:12][C:5]1[C:6]2[C:7](=[O:8])[O:9][C:10](=[O:16])[NH:1][C:2]=2[S:3][CH:4]=1. (2) Given the reactants [NH2:1][C:2]1[CH:10]=[CH:9][C:8]([N+:11]([O-])=O)=[CH:7][C:3]=1[C:4]([NH2:6])=[O:5].[O:14]([CH2:22][CH2:23][O:24][C:25]1[C:32]([CH3:33])=[CH:31][C:28]([CH:29]=O)=[CH:27][C:26]=1[CH3:34])[Si](C(C)(C)C)(C)C.OS([O-])=O.[Na+].CC1C=CC(S(O)(=O)=O)=CC=1, predict the reaction product. The product is: [NH2:11][C:8]1[CH:7]=[C:3]2[C:2](=[CH:10][CH:9]=1)[N:1]=[C:29]([C:28]1[CH:31]=[C:32]([CH3:33])[C:25]([O:24][CH2:23][CH2:22][OH:14])=[C:26]([CH3:34])[CH:27]=1)[NH:6][C:4]2=[O:5]. (3) The product is: [CH3:9][O:10][C:11]1[CH:16]=[CH:15][C:14]([CH2:17][C:18](=[N:3][OH:2])[CH2:19][CH3:20])=[CH:13][CH:12]=1. Given the reactants Cl.[OH:2][NH2:3].CC([O-])=O.[Na+].[CH3:9][O:10][C:11]1[CH:16]=[CH:15][C:14]([CH2:17][C:18](=O)[CH2:19][CH3:20])=[CH:13][CH:12]=1, predict the reaction product. (4) Given the reactants [Cl:1][C:2]1[C:11]([NH:12][C:13]2[S:14][CH2:15][C:16](=[O:18])[N:17]=2)=[CH:10][C:5]2[NH:6][C:7](=[O:9])[NH:8][C:4]=2[CH:3]=1.N[C:20]1[C:29](Cl)=[CH:28][C:23]2N[C:25](=O)[NH:26][C:22]=2[CH:21]=1.CSC1S[CH2:35][C:36](=O)N=1.[CH2:39](O)C, predict the reaction product. The product is: [Cl:1][C:2]1[C:11]([NH:12][C:13]2[S:14]/[C:15](=[CH:39]\[C:29]3[CH:28]=[C:23]4[C:22](=[CH:21][CH:20]=3)[N:26]=[CH:25][CH:36]=[CH:35]4)/[C:16](=[O:18])[N:17]=2)=[CH:10][C:5]2[NH:6][C:7](=[O:9])[NH:8][C:4]=2[CH:3]=1. (5) Given the reactants [CH2:1]([NH2:8])[C:2]1[CH:7]=[CH:6][CH:5]=[CH:4][CH:3]=1.C(O)(=O)C.[CH2:13]([O:20][CH2:21][C:22]1([CH2:30][O:31][CH2:32][C:33]2[CH:38]=[CH:37][CH:36]=[CH:35][CH:34]=2)[CH2:29][C:24]2([CH2:27][C:26](=O)[CH2:25]2)[CH2:23]1)[C:14]1[CH:19]=[CH:18][CH:17]=[CH:16][CH:15]=1.C([BH3-])#N.[Na+].C(=O)(O)[O-].[Na+], predict the reaction product. The product is: [CH2:1]([NH:8][CH:26]1[CH2:27][C:24]2([CH2:29][C:22]([CH2:30][O:31][CH2:32][C:33]3[CH:34]=[CH:35][CH:36]=[CH:37][CH:38]=3)([CH2:21][O:20][CH2:13][C:14]3[CH:19]=[CH:18][CH:17]=[CH:16][CH:15]=3)[CH2:23]2)[CH2:25]1)[C:2]1[CH:7]=[CH:6][CH:5]=[CH:4][CH:3]=1. (6) Given the reactants C[Si]([C:5]#[C:6][C:7]1[CH:19]=[CH:18][C:10]([O:11][CH:12]2[CH2:17][CH2:16][CH2:15][CH2:14][O:13]2)=[C:9]([CH3:20])[CH:8]=1)(C)C.C(=O)([O-])[O-].[K+].[K+], predict the reaction product. The product is: [C:6]([C:7]1[CH:19]=[CH:18][C:10]([O:11][CH:12]2[CH2:17][CH2:16][CH2:15][CH2:14][O:13]2)=[C:9]([CH3:20])[CH:8]=1)#[CH:5]. (7) Given the reactants [F:1][C:2]1[CH:3]=[C:4]([CH2:12][C:13](O)=[O:14])[CH:5]=[C:6]([F:11])[C:7]=1[N+:8]([O-:10])=[O:9], predict the reaction product. The product is: [F:1][C:2]1[CH:3]=[C:4]([CH2:12][CH2:13][OH:14])[CH:5]=[C:6]([F:11])[C:7]=1[N+:8]([O-:10])=[O:9].